From a dataset of Forward reaction prediction with 1.9M reactions from USPTO patents (1976-2016). Predict the product of the given reaction. Given the reactants Br[C:2]1[CH:3]=[C:4]([C@H:8]([N:23]([CH3:34])[C:24](=[O:33])[O:25][CH2:26][C:27]2[CH:32]=[CH:31][CH:30]=[CH:29][CH:28]=2)[CH2:9][N:10]2[CH2:14][CH2:13][C@H:12]([O:15][Si:16]([C:19]([CH3:22])([CH3:21])[CH3:20])([CH3:18])[CH3:17])[CH2:11]2)[CH:5]=[CH:6][CH:7]=1.CC([O-])=O.[K+].[CH3:40][C:41]1([CH3:57])[C:45]([CH3:47])([CH3:46])[O:44][B:43](B2CC(C)(C)C(C)(C)C2)[O:42]1, predict the reaction product. The product is: [CH2:26]([O:25][C:24](=[O:33])[N:23]([C@@H:8]([C:4]1[CH:5]=[CH:6][CH:7]=[C:2]([B:43]2[O:44][C:45]([CH3:47])([CH3:46])[C:41]([CH3:57])([CH3:40])[O:42]2)[CH:3]=1)[CH2:9][N:10]1[CH2:14][CH2:13][C@H:12]([O:15][Si:16]([C:19]([CH3:22])([CH3:21])[CH3:20])([CH3:18])[CH3:17])[CH2:11]1)[CH3:34])[C:27]1[CH:32]=[CH:31][CH:30]=[CH:29][CH:28]=1.